From a dataset of Catalyst prediction with 721,799 reactions and 888 catalyst types from USPTO. Predict which catalyst facilitates the given reaction. Reactant: [Si:1]([O:8][CH2:9][C:10]1[CH:11]=[C:12]([OH:16])[CH:13]=[CH:14][CH:15]=1)([C:4]([CH3:7])([CH3:6])[CH3:5])([CH3:3])[CH3:2].ClC(Cl)(O[C:21](=[O:27])[O:22][C:23](Cl)(Cl)Cl)Cl.N1C=CC=CC=1.[CH3:35][S:36]([C:39]1[CH:44]=[CH:43][C:42](/[C:45](=[C:48](\[C:51]2[CH:56]=[CH:55][CH:54]=[CH:53][CH:52]=2)/[CH2:49][OH:50])/CO)=[CH:41][CH:40]=1)(=[O:38])=[O:37]. Product: [C:21](=[O:27])([O:22][CH2:23]/[C:45](/[C:42]1[CH:41]=[CH:40][C:39]([S:36]([CH3:35])(=[O:38])=[O:37])=[CH:44][CH:43]=1)=[C:48](/[C:51]1[CH:52]=[CH:53][CH:54]=[CH:55][CH:56]=1)\[CH2:49][OH:50])[O:16][C:12]1[CH:13]=[CH:14][CH:15]=[C:10]([CH2:9][O:8][Si:1]([C:4]([CH3:7])([CH3:6])[CH3:5])([CH3:3])[CH3:2])[CH:11]=1. The catalyst class is: 2.